Dataset: Reaction yield outcomes from USPTO patents with 853,638 reactions. Task: Predict the reaction yield, written as a fraction of the theoretical maximum amount of product (1.0 means a 100% yield; for example, 0.34 means a 34% yield). (1) The reactants are [Cl:1][C:2]1[C:3]([CH2:10][N:11]2[C:19](=[O:20])[C:18]3[C:13](=[CH:14][CH:15]=[CH:16][CH:17]=3)[C:12]2=[O:21])=[N:4][CH:5]=[C:6]([CH:8]=[CH2:9])[CH:7]=1.Br[CH:23]([C:28]1[CH:29]=[C:30]([Cl:36])[C:31]([Cl:35])=[C:32]([Cl:34])[CH:33]=1)[C:24]([F:27])([F:26])[F:25].N1C=CC=CC=1C1C=CC=CN=1. The catalyst is ClC1C=CC=CC=1Cl.Cl[Cu]. The product is [Cl:1][C:2]1[C:3]([CH2:10][N:11]2[C:19](=[O:20])[C:18]3[C:13](=[CH:14][CH:15]=[CH:16][CH:17]=3)[C:12]2=[O:21])=[N:4][CH:5]=[C:6](/[CH:8]=[CH:9]/[CH:23]([C:28]2[CH:29]=[C:30]([Cl:36])[C:31]([Cl:35])=[C:32]([Cl:34])[CH:33]=2)[C:24]([F:26])([F:25])[F:27])[CH:7]=1. The yield is 0.500. (2) The reactants are [N:1]12[CH2:8][CH2:7][C:4]([C:9]([C:19]3[CH:24]=[CH:23][C:22]([O:25][CH3:26])=[CH:21][CH:20]=3)([C:11]3[CH:16]=[CH:15][C:14]([O:17][CH3:18])=[CH:13][CH:12]=3)[OH:10])([CH2:5][CH2:6]1)[CH2:3][CH2:2]2.[C:27]1([CH2:33][O:34][CH2:35][CH2:36][Br:37])[CH:32]=[CH:31][CH:30]=[CH:29][CH:28]=1. The catalyst is CC#N. The product is [Br-:37].[OH:10][C:9]([C:19]1[CH:20]=[CH:21][C:22]([O:25][CH3:26])=[CH:23][CH:24]=1)([C:11]1[CH:16]=[CH:15][C:14]([O:17][CH3:18])=[CH:13][CH:12]=1)[C:4]12[CH2:5][CH2:6][N+:1]([CH2:36][CH2:35][O:34][CH2:33][C:27]3[CH:32]=[CH:31][CH:30]=[CH:29][CH:28]=3)([CH2:2][CH2:3]1)[CH2:8][CH2:7]2. The yield is 0.467. (3) The product is [OH:19][C:18]1[C:13]([CH:12]([CH3:11])[CH2:22][C:23]([O:25][CH3:26])=[O:24])=[C:14]([OH:15])[N:10]=[CH:8][N:9]=1. The yield is 0.869. The reactants are C[O-].[Na+].C(O)(=O)C.[CH:8]([NH2:10])=[NH:9].[CH3:11][CH:12]([CH2:22][C:23]([O:25][CH3:26])=[O:24])[CH:13]([C:18](OC)=[O:19])[C:14](OC)=[O:15]. The catalyst is CO.C1(C)C=CC=CC=1. (4) The reactants are [Br:1][C:2]1[C:10]([C:11]2[CH:12]=[CH:13][C:14]([NH2:17])=[N:15][CH:16]=2)=[CH:9][C:5]2[O:6][CH2:7][CH2:8][C:4]=2[CH:3]=1.[F:18][C:19]1[CH:27]=[CH:26][CH:25]=[CH:24][C:20]=1[C:21](Cl)=[O:22].CCN(C(C)C)C(C)C.C([O-])(O)=O.[Na+].C(Cl)Cl. The catalyst is C(Cl)Cl. The product is [Br:1][C:2]1[C:10]([C:11]2[CH:12]=[CH:13][C:14]([NH:17][C:21]([C:20]3[CH:24]=[CH:25][CH:26]=[CH:27][C:19]=3[F:18])=[O:22])=[N:15][CH:16]=2)=[CH:9][C:5]2[O:6][CH2:7][CH2:8][C:4]=2[CH:3]=1. The yield is 0.649. (5) The reactants are [C:1]([O:5][C:6]([N:8]1[CH2:13][CH2:12][CH:11]([OH:14])[CH2:10][CH2:9]1)=[O:7])([CH3:4])([CH3:3])[CH3:2].[H-].[Na+].Cl[C:18]1[C:19]2[O:26][N:25]=[C:24]([C:27]3[CH:32]=[CH:31][C:30]([S:33]([CH3:36])(=[O:35])=[O:34])=[CH:29][CH:28]=3)[C:20]=2[N:21]=[CH:22][N:23]=1. The catalyst is C1COCC1. The product is [C:1]([O:5][C:6]([N:8]1[CH2:13][CH2:12][CH:11]([O:14][C:18]2[C:19]3[O:26][N:25]=[C:24]([C:27]4[CH:28]=[CH:29][C:30]([S:33]([CH3:36])(=[O:34])=[O:35])=[CH:31][CH:32]=4)[C:20]=3[N:21]=[CH:22][N:23]=2)[CH2:10][CH2:9]1)=[O:7])([CH3:4])([CH3:2])[CH3:3]. The yield is 0.610. (6) The reactants are I[C:2]1[CH:3]=[CH:4][C:5]2[N:6]([CH:8]=[C:9]([NH:11][C:12]([CH:14]3[CH2:16][CH2:15]3)=[O:13])[N:10]=2)[N:7]=1.[OH:17][C:18]1[CH:19]=[C:20]([CH:25]=[CH:26][CH:27]=1)[C:21]([O:23][CH3:24])=[O:22].C(=O)([O-])[O-].[K+].[K+]. The catalyst is CN(C)C=O. The product is [CH:14]1([C:12]([NH:11][C:9]2[N:10]=[C:5]3[CH:4]=[CH:3][C:2]([O:17][C:18]4[CH:19]=[C:20]([CH:25]=[CH:26][CH:27]=4)[C:21]([O:23][CH3:24])=[O:22])=[N:7][N:6]3[CH:8]=2)=[O:13])[CH2:16][CH2:15]1. The yield is 0.410. (7) The reactants are Br[CH:2]1[C:7](=O)[CH2:6][CH2:5][CH2:4][C:3]1=[O:9].[NH2:10][C:11]([C:13]1[CH:22]=[CH:21][C:20]([N:23]([CH3:25])[CH3:24])=[CH:19][C:14]=1[C:15]([O:17][CH3:18])=[O:16])=[S:12]. The catalyst is C1COCC1. The product is [CH3:25][N:23]([CH3:24])[C:20]1[CH:21]=[CH:22][C:13]([C:11]2[S:12][C:2]3[C:3](=[O:9])[CH2:4][CH2:5][CH2:6][C:7]=3[N:10]=2)=[C:14]([CH:19]=1)[C:15]([O:17][CH3:18])=[O:16]. The yield is 0.250.